Dataset: Forward reaction prediction with 1.9M reactions from USPTO patents (1976-2016). Task: Predict the product of the given reaction. (1) Given the reactants [C:12]([O:11][C:9](O[C:9]([O:11][C:12]([CH3:15])([CH3:14])[CH3:13])=[O:10])=[O:10])([CH3:15])([CH3:14])[CH3:13].[CH3:16][NH:17][CH2:18][CH2:19][C:20]1[C:24]2=[N:25][CH:26]=[CH:27][CH:28]=[C:23]2[NH:22][CH:21]=1.C(N(CC)CC)C, predict the reaction product. The product is: [NH:22]1[C:23]2[C:24](=[N:25][CH:26]=[CH:27][CH:28]=2)[C:20]([CH2:19][CH2:18][N:17]([CH3:16])[C:9](=[O:10])[O:11][C:12]([CH3:13])([CH3:14])[CH3:15])=[CH:21]1. (2) Given the reactants [Br:1][C:2]1[CH:7]=[CH:6][C:5]([OH:8])=[C:4]([C:9]2[N:14]=[C:13](Cl)[CH:12]=[CH:11][N:10]=2)[CH:3]=1.[C:16]([O:20][C:21](=[O:28])[NH:22][C@@H:23]([CH2:26][NH2:27])[CH2:24][CH3:25])([CH3:19])([CH3:18])[CH3:17].C(N(CC)CC)C.O, predict the reaction product. The product is: [C:16]([O:20][C:21](=[O:28])[NH:22][C@@H:23]([CH2:26][NH:27][C:13]1[CH:12]=[CH:11][N:10]=[C:9]([C:4]2[CH:3]=[C:2]([Br:1])[CH:7]=[CH:6][C:5]=2[OH:8])[N:14]=1)[CH2:24][CH3:25])([CH3:17])([CH3:18])[CH3:19]. (3) Given the reactants [Cl:1][C:2]1[N:6]([CH3:7])[N:5]=[CH:4][C:3]=1/[CH:8]=[N:9]/[S@@:10]([C:12]([CH3:15])([CH3:14])[CH3:13])=[O:11].[CH3:16][Mg]Br.[Cl-].[NH4+], predict the reaction product. The product is: [Cl:1][C:2]1[N:6]([CH3:7])[N:5]=[CH:4][C:3]=1[C@@H:8]([NH:9][S@@:10]([C:12]([CH3:15])([CH3:14])[CH3:13])=[O:11])[CH3:16]. (4) Given the reactants [CH3:1][O:2][C:3]1[C:8]2[N:9]=[C:10]([NH2:12])[S:11][C:7]=2[C:6]([N:13]2[CH2:18][CH2:17][O:16][CH2:15][CH2:14]2)=[CH:5][CH:4]=1.C1([O:25][C:26]([C:28]2[N:29]([CH3:39])[C:30]([CH2:33][N:34]3[CH2:38][CH2:37][CH2:36][CH2:35]3)=[N:31][CH:32]=2)=O)C=CC=CC=1, predict the reaction product. The product is: [CH3:1][O:2][C:3]1[C:8]2[N:9]=[C:10]([NH:12][C:26]([C:28]3[N:29]([CH3:39])[C:30]([CH2:33][N:34]4[CH2:38][CH2:37][CH2:36][CH2:35]4)=[N:31][CH:32]=3)=[O:25])[S:11][C:7]=2[C:6]([N:13]2[CH2:18][CH2:17][O:16][CH2:15][CH2:14]2)=[CH:5][CH:4]=1. (5) Given the reactants [NH2:1][C:2]1[N:6]([C:7]2[CH:8]=[CH:9][C:10]([C:13]3[CH:18]=[C:17]([Cl:19])[CH:16]=[CH:15][C:14]=3[NH:20][C:21](=[O:23])[CH3:22])=[N:11][CH:12]=2)[C:5]2[CH:24]=[CH:25][CH:26]=[CH:27][C:4]=2[N:3]=1.[I-].[K+].[CH3:30][C:31]#[N:32], predict the reaction product. The product is: [Cl:19][C:17]1[CH:16]=[CH:15][C:14]([NH:20][C:21](=[O:23])[CH3:22])=[C:13]([C:10]2[CH:9]=[CH:8][C:7]([N:6]3[C:5]4[CH:24]=[CH:25][CH:26]=[CH:27][C:4]=4[N:3]([CH2:10][C:13]4[CH:18]=[CH:17][CH:16]=[C:15]5[C:14]=4[CH:30]=[CH:31][NH:32]5)[C:2]3=[NH:1])=[CH:12][N:11]=2)[CH:18]=1.